This data is from TCR-epitope binding with 47,182 pairs between 192 epitopes and 23,139 TCRs. The task is: Binary Classification. Given a T-cell receptor sequence (or CDR3 region) and an epitope sequence, predict whether binding occurs between them. (1) The TCR CDR3 sequence is CASSYSPLYGYTF. The epitope is FLNGSCGSV. Result: 1 (the TCR binds to the epitope). (2) The epitope is PKYVKQNTLKLAT. The TCR CDR3 sequence is CASSSAGGTGMNYGYTF. Result: 1 (the TCR binds to the epitope). (3) The epitope is MMISAGFSL. The TCR CDR3 sequence is CASSLGAGTVGYEQYF. Result: 0 (the TCR does not bind to the epitope). (4) The epitope is GLCTLVAML. The TCR CDR3 sequence is CASSLSGNGYTF. Result: 0 (the TCR does not bind to the epitope). (5) The epitope is YIFFASFYY. The TCR CDR3 sequence is CSADRNTEAFF. Result: 1 (the TCR binds to the epitope).